Dataset: Rat liver microsome stability data. Task: Regression/Classification. Given a drug SMILES string, predict its absorption, distribution, metabolism, or excretion properties. Task type varies by dataset: regression for continuous measurements (e.g., permeability, clearance, half-life) or binary classification for categorical outcomes (e.g., BBB penetration, CYP inhibition). Dataset: rlm. (1) The molecule is C[C@@H](Nc1nc(O)c2cnn(C3CCCC3)c2n1)C(=O)N1CCSC1. The result is 1 (stable in rat liver microsomes). (2) The drug is CSc1nnc2c3ccccc3n(CCc3ccccc3)c2n1. The result is 1 (stable in rat liver microsomes). (3) The drug is Fc1ccc(N2CCN(CCCc3c[nH]c4ccc(F)cc34)CC2)c(-c2cncnc2)c1. The result is 1 (stable in rat liver microsomes). (4) The result is 1 (stable in rat liver microsomes). The drug is Cc1ccc2c(NCc3ccc(NC(=O)c4ccc(F)cc4)cc3)nc(N3CCC3)nc2c1. (5) The molecule is C=C(C)[C@@H]1CC[C@]2(CN(CCCN3CCS(=O)(=O)CC3)C3CC3)CC[C@]3(C)[C@H](CC[C@@H]4[C@@]5(C)CC=C(c6ccc(C(=O)O)cc6)C(C)(C)[C@@H]5CC[C@]43C)[C@@H]12. The result is 0 (unstable in rat liver microsomes).